Task: Regression. Given two drug SMILES strings and cell line genomic features, predict the synergy score measuring deviation from expected non-interaction effect.. Dataset: Merck oncology drug combination screen with 23,052 pairs across 39 cell lines Drug 1: NC1(c2ccc(-c3nc4ccn5c(=O)[nH]nc5c4cc3-c3ccccc3)cc2)CCC1. Drug 2: CCC1(O)C(=O)OCc2c1cc1n(c2=O)Cc2cc3c(CN(C)C)c(O)ccc3nc2-1. Cell line: VCAP. Synergy scores: synergy=31.0.